From a dataset of Experimentally validated miRNA-target interactions with 360,000+ pairs, plus equal number of negative samples. Binary Classification. Given a miRNA mature sequence and a target amino acid sequence, predict their likelihood of interaction. The miRNA is hsa-miR-3133 with sequence UAAAGAACUCUUAAAACCCAAU. The protein sequence of the target gene is MAATLLRAKPKVTVSFEDVSVYFTKTEWRLLDLKQRTLYKQVMLENYSHLVSVGFAFSKPNLVSQLERGEKPWIRDDGMESAARSCAGNRIKTKTLTSKPKLFGRGLLRNTSRSSLQRRPHDFRPNPIVRYQHSRIADKRYLCQQCGKSFSRSFNLIKHRIIHSREKPYECSECGKQFQRSLALLEHQRIHSGDKPYECGECGKTFTRSSNLVKHQVIHSSEMPFVCRMCGKVFRRSFALLEHTRIHSGERPFECTECGKAFSRSSNLIEHQRIHSGQKPYICKECGKAFKGVSQLIHHQ.... Result: 0 (no interaction).